Predict the product of the given reaction. From a dataset of Forward reaction prediction with 1.9M reactions from USPTO patents (1976-2016). (1) Given the reactants Cl.[NH2:2][CH2:3][C@@H:4]1[O:8][C:7](=[O:9])[N:6]([C:10]2[CH:23]=[CH:22][C:13]3[C:14]4[NH:15][N:16]=[CH:17][C:18]=4[CH2:19][CH2:20][CH2:21][C:12]=3[CH:11]=2)[CH2:5]1.[C:24](Cl)(=[O:31])[C:25]1[CH:30]=[CH:29][CH:28]=[CH:27][CH:26]=1, predict the reaction product. The product is: [C:24]([N:15]1[C:14]2[C:13]3[CH:22]=[CH:23][C:10]([N:6]4[CH2:5][C@H:4]([CH2:3][NH:2][C:24](=[O:31])[C:25]5[CH:30]=[CH:29][CH:28]=[CH:27][CH:26]=5)[O:8][C:7]4=[O:9])=[CH:11][C:12]=3[CH2:21][CH2:20][CH2:19][C:18]=2[CH:17]=[N:16]1)(=[O:31])[C:25]1[CH:30]=[CH:29][CH:28]=[CH:27][CH:26]=1. (2) Given the reactants [CH3:1][N:2]1[C:6]([CH2:7][C:8]([C:10]2[CH:15]=[CH:14][CH:13]=[CH:12][CH:11]=2)=O)=[N:5][N:4]=[N:3]1.[NH2:16][C:17]([NH2:19])=[S:18].[OH-].[Na+], predict the reaction product. The product is: [CH3:1][N:2]1[C:6]([C:7]2[S:18][C:17]([NH2:19])=[N:16][C:8]=2[C:10]2[CH:15]=[CH:14][CH:13]=[CH:12][CH:11]=2)=[N:5][N:4]=[N:3]1. (3) Given the reactants [CH2:1]([CH:3]([C:6]1[C:10]([CH2:11][CH2:12][CH2:13][O:14]COC)=[CH:9][NH:8][N:7]=1)[CH2:4][CH3:5])[CH3:2].CS[C:20]1[N:25]=[CH:24][C:23]([C:26]([F:29])([F:28])[F:27])=[CH:22][N:21]=1.[H-].[Na+].[H][H], predict the reaction product. The product is: [CH2:1]([CH:3]([C:6]1[C:10]([CH2:11][CH2:12][CH2:13][OH:14])=[CH:9][N:8]([C:20]2[N:25]=[CH:24][C:23]([C:26]([F:29])([F:28])[F:27])=[CH:22][N:21]=2)[N:7]=1)[CH2:4][CH3:5])[CH3:2]. (4) The product is: [Cl:1][C:2]1[CH:24]=[CH:23][C:5]([CH2:6][C:7]2[N:8]=[C:9]([C:17]3[CH2:18][CH2:19][O:20][CH2:21][CH:22]=3)[S:10][C:11]=2[C:12]([OH:14])=[O:13])=[CH:4][CH:3]=1. Given the reactants [Cl:1][C:2]1[CH:24]=[CH:23][C:5]([CH2:6][C:7]2[N:8]=[C:9]([C:17]3[CH2:18][CH2:19][O:20][CH2:21][CH:22]=3)[S:10][C:11]=2[C:12]([O:14]CC)=[O:13])=[CH:4][CH:3]=1.O1CCCC1.CO.[OH-].[Li+].Cl, predict the reaction product. (5) Given the reactants [C:1](=[O:24])([O:16][CH2:17][C:18]1[CH:23]=[CH:22][CH:21]=[CH:20][CH:19]=1)[O:2][C:3]1[C:8]2[NH:9][C:10](=[O:12])[S:11][C:7]=2[C:6]([C:13](=[O:15])[CH3:14])=[CH:5][CH:4]=1.[Br-:25].[Br-].[Br-].C1([N+](C)(C)C)C=CC=CC=1.C1([N+](C)(C)C)C=CC=CC=1.C1([N+](C)(C)C)C=CC=CC=1, predict the reaction product. The product is: [C:1](=[O:24])([O:2][C:3]1[C:8]2[NH:9][C:10](=[O:12])[S:11][C:7]=2[C:6]([C:13](=[O:15])[CH2:14][Br:25])=[CH:5][CH:4]=1)[O:16][CH2:17][C:18]1[CH:23]=[CH:22][CH:21]=[CH:20][CH:19]=1. (6) Given the reactants Cl[CH2:2][C:3]1[N:7]([CH3:8])[N:6]=[C:5]([C:9]2[CH:14]=[CH:13][C:12]([O:15][C:16]([F:19])([F:18])[F:17])=[CH:11][CH:10]=2)[CH:4]=1.[I-:20].[Na+].COC(C)(C)C, predict the reaction product. The product is: [I:20][CH2:2][C:3]1[N:7]([CH3:8])[N:6]=[C:5]([C:9]2[CH:14]=[CH:13][C:12]([O:15][C:16]([F:19])([F:18])[F:17])=[CH:11][CH:10]=2)[CH:4]=1. (7) Given the reactants Cl[C:2]1[O:3][C:4]2[CH:10]=[CH:9][C:8]([N+:11]([O-:13])=[O:12])=[CH:7][C:5]=2[N:6]=1.C([Sn](CCCC)(CCCC)[C:19]1[S:20][CH:21]=[CH:22][CH:23]=1)CCC.C(OCC)(=O)C, predict the reaction product. The product is: [N+:11]([C:8]1[CH:9]=[CH:10][C:4]2[O:3][C:2]([C:19]3[S:20][CH:21]=[CH:22][CH:23]=3)=[N:6][C:5]=2[CH:7]=1)([O-:13])=[O:12]. (8) Given the reactants [F:1][C:2]([F:35])([F:34])[CH2:3][CH2:4][CH:5]([NH:23][C:24]1[CH:33]=[CH:32][C:27]([C:28]([O:30]C)=[O:29])=[CH:26][CH:25]=1)[C:6]1[CH:11]=[CH:10][C:9]([C:12]2[N:17]=[CH:16][C:15]([C:18]([F:21])([F:20])[F:19])=[CH:14][N:13]=2)=[CH:8][C:7]=1[CH3:22].[OH-].[Na+].C1COCC1.Cl, predict the reaction product. The product is: [F:35][C:2]([F:1])([F:34])[CH2:3][CH2:4][CH:5]([NH:23][C:24]1[CH:25]=[CH:26][C:27]([C:28]([OH:30])=[O:29])=[CH:32][CH:33]=1)[C:6]1[CH:11]=[CH:10][C:9]([C:12]2[N:13]=[CH:14][C:15]([C:18]([F:19])([F:20])[F:21])=[CH:16][N:17]=2)=[CH:8][C:7]=1[CH3:22]. (9) Given the reactants [CH3:1][C:2]([C:4]1[CH:9]=[CH:8][CH:7]=[CH:6][CH:5]=1)=[CH2:3].[C:10]([C:13]1[CH:18]=[CH:17][CH:16]=[CH:15][C:14]=1[CH3:19])([CH3:12])=[CH2:11].C1(C)C=CC=CC=1, predict the reaction product. The product is: [CH3:3][C:2]([C:4]1[CH:9]=[CH:8][CH:7]=[CH:6][CH:5]=1)=[CH2:1].[C:10]([C:13]1[CH:18]=[CH:17][CH:16]=[CH:15][C:14]=1[CH3:19])([CH3:12])=[CH2:11]. (10) Given the reactants [F:1][C:2]([F:7])([F:6])[C:3]([OH:5])=[O:4].[F:8][C:9]([F:14])([F:13])[C:10]([OH:12])=[O:11].FC(F)(F)C(O)=O.[Cl:22][C:23]1[CH:24]=[N:25][C:26]2[NH:27][C:28]3[CH:29]=[N:30][CH:31]=[C:32]([CH:53]=3)[CH2:33][CH2:34][C:35]3[CH:43]=[C:39]([NH:40][C:41]=1[N:42]=2)[CH:38]=[CH:37][C:36]=3[O:44][CH2:45][CH2:46][CH:47]1[CH2:52][CH2:51][NH:50][CH2:49][CH2:48]1.[C:54]1([N:60]=[C:61]=[O:62])[CH:59]=[CH:58][CH:57]=[CH:56][CH:55]=1, predict the reaction product. The product is: [F:1][C:2]([F:7])([F:6])[C:3]([OH:5])=[O:4].[F:8][C:9]([F:14])([F:13])[C:10]([OH:12])=[O:11].[Cl:22][C:23]1[CH:24]=[N:25][C:26]2[NH:27][C:28]3[CH:29]=[N:30][CH:31]=[C:32]([CH:53]=3)[CH2:33][CH2:34][C:35]3[CH:43]=[C:39]([NH:40][C:41]=1[N:42]=2)[CH:38]=[CH:37][C:36]=3[O:44][CH2:45][CH2:46][CH:47]1[CH2:48][CH2:49][N:50]([C:61]([NH:60][C:54]2[CH:59]=[CH:58][CH:57]=[CH:56][CH:55]=2)=[O:62])[CH2:51][CH2:52]1.